Dataset: Forward reaction prediction with 1.9M reactions from USPTO patents (1976-2016). Task: Predict the product of the given reaction. (1) Given the reactants ClC1N=[CH:6][C:5]2[S:8][CH:9]=[CH:10][C:4]=2N=1.C[CH2:12][N:13]([CH:17](C)C)C(C)C.[C:20]([N:27]1[CH2:32][CH2:31][NH:30][CH2:29][CH2:28]1)([O:22][C:23]([CH3:26])([CH3:25])[CH3:24])=[O:21].CC#[N:35], predict the reaction product. The product is: [CH3:6][C:5]1[S:8][C:9]2[N:35]=[CH:12][N:13]=[C:17]([N:30]3[CH2:29][CH2:28][N:27]([C:20]([O:22][C:23]([CH3:26])([CH3:25])[CH3:24])=[O:21])[CH2:32][CH2:31]3)[C:10]=2[CH:4]=1. (2) Given the reactants [CH3:1][Si:2]([C:5]#[CH:6])([CH3:4])[CH3:3].C1(C)C=CC=CC=1.[C:14]([NH:22][C:23]1[CH:32]=[C:31](Br)[CH:30]=[CH:29][C:24]=1[C:25]([O:27][CH3:28])=[O:26])(=[O:21])[C:15]1[CH:20]=[CH:19][CH:18]=[CH:17][CH:16]=1.Cl, predict the reaction product. The product is: [C:14]([NH:22][C:23]1[CH:32]=[C:31]([C:6]#[C:5][Si:2]([CH3:4])([CH3:3])[CH3:1])[CH:30]=[CH:29][C:24]=1[C:25]([O:27][CH3:28])=[O:26])(=[O:21])[C:15]1[CH:16]=[CH:17][CH:18]=[CH:19][CH:20]=1. (3) Given the reactants [CH3:1][C:2]1[CH:7]=[CH:6][C:5]([CH3:8])=[CH:4][C:3]=1[N:9]1[CH2:14][CH2:13][N:12]([C:15]([CH:17]2[N:21]([C:22]3[CH:27]=[CH:26][CH:25]=[CH:24][CH:23]=3)[C:20](=[O:28])[NH:19][CH2:18]2)=[O:16])[CH2:11][CH2:10]1.[H-].[Na+].[F:31][C:32]([F:44])([F:43])[C:33]1[CH:34]=[C:35]([S:39](Cl)(=[O:41])=[O:40])[CH:36]=[CH:37][CH:38]=1, predict the reaction product. The product is: [CH3:1][C:2]1[CH:7]=[CH:6][C:5]([CH3:8])=[CH:4][C:3]=1[N:9]1[CH2:14][CH2:13][N:12]([C:15]([CH:17]2[CH2:18][N:19]([S:39]([C:35]3[CH:36]=[CH:37][CH:38]=[C:33]([C:32]([F:31])([F:43])[F:44])[CH:34]=3)(=[O:41])=[O:40])[C:20](=[O:28])[N:21]2[C:22]2[CH:23]=[CH:24][CH:25]=[CH:26][CH:27]=2)=[O:16])[CH2:11][CH2:10]1. (4) Given the reactants [F:1][C:2]([F:34])([F:33])[C:3]1[CH:8]=[CH:7][C:6]([NH:9][CH:10]2[CH2:15][CH2:14][N:13]([C:16]([O:18][CH2:19][C@@:20]([OH:32])([CH3:31])[CH2:21][N:22]3[CH:26]=[C:25]([N+:27]([O-:29])=[O:28])[N:24]=[C:23]3Cl)=[O:17])[CH2:12][CH2:11]2)=[CH:5][CH:4]=1.[H-].[Na+], predict the reaction product. The product is: [F:1][C:2]([F:34])([F:33])[C:3]1[CH:8]=[CH:7][C:6]([NH:9][CH:10]2[CH2:15][CH2:14][N:13]([C:16]([O:18][CH2:19][C@:20]3([CH3:31])[O:32][C:23]4=[N:24][C:25]([N+:27]([O-:29])=[O:28])=[CH:26][N:22]4[CH2:21]3)=[O:17])[CH2:12][CH2:11]2)=[CH:5][CH:4]=1. (5) Given the reactants Cl[C:2]1[N:7]=[N:6][C:5]([C:8]([NH2:10])=[O:9])=[C:4]([NH:11][C:12]2[CH:17]=[CH:16][CH:15]=[C:14]([CH2:18][CH3:19])[N:13]=2)[CH:3]=1.[NH2:20][C@@H:21]1[CH2:26][CH2:25][CH2:24][CH2:23][C@@H:22]1[NH:27][C:28](=[O:34])[O:29][C:30]([CH3:33])([CH3:32])[CH3:31], predict the reaction product. The product is: [C:30]([O:29][C:28](=[O:34])[NH:27][C@H:22]1[CH2:23][CH2:24][CH2:25][CH2:26][C@H:21]1[NH:20][C:2]1[N:7]=[N:6][C:5]([C:8](=[O:9])[NH2:10])=[C:4]([NH:11][C:12]2[CH:17]=[CH:16][CH:15]=[C:14]([CH2:18][CH3:19])[N:13]=2)[CH:3]=1)([CH3:33])([CH3:31])[CH3:32].